Dataset: Reaction yield outcomes from USPTO patents with 853,638 reactions. Task: Predict the reaction yield, written as a fraction of the theoretical maximum amount of product (1.0 means a 100% yield; for example, 0.34 means a 34% yield). (1) The reactants are [CH3:1][N:2]1[CH:10]=[N:9][C:8]2[C:7]([NH:11][CH:12]3[CH2:14][CH2:13]3)=[N:6][C:5]3=[CH:15][C:16]([C:18]4[CH:23]=[CH:22][C:21]([F:24])=[C:20]([CH2:25][CH2:26][C:27]([O:29]C)=[O:28])[CH:19]=4)=[N:17][N:4]3[C:3]1=2. The catalyst is C1COCC1.CO. The product is [CH3:1][N:2]1[CH:10]=[N:9][C:8]2[C:7]([NH:11][CH:12]3[CH2:14][CH2:13]3)=[N:6][C:5]3=[CH:15][C:16]([C:18]4[CH:23]=[CH:22][C:21]([F:24])=[C:20]([CH2:25][CH2:26][C:27]([OH:29])=[O:28])[CH:19]=4)=[N:17][N:4]3[C:3]1=2. The yield is 0.490. (2) The reactants are CN(C(ON1N=NC2C=CC=CC1=2)=[N+](C)C)C.F[P-](F)(F)(F)(F)F.C(N(CC)CC)C.Cl.[F:33][C:34]1([F:40])[CH2:39][CH2:38][NH:37][CH2:36][CH2:35]1.[F:41][C:42]([F:71])([F:70])[CH2:43][O:44][C:45]1[CH:46]=[CH:47][C:48]([C@H:51]([NH:53][C:54]([C@H:56]2[CH2:58][C@@H:57]2[C:59]2[CH:69]=[CH:68][C:62]([O:63][CH2:64][C:65](O)=[O:66])=[CH:61][CH:60]=2)=[O:55])[CH3:52])=[N:49][CH:50]=1.Cl. No catalyst specified. The product is [F:33][C:34]1([F:40])[CH2:39][CH2:38][N:37]([C:65](=[O:66])[CH2:64][O:63][C:62]2[CH:61]=[CH:60][C:59]([C@H:57]3[CH2:58][C@@H:56]3[C:54]([NH:53][C@@H:51]([C:48]3[CH:47]=[CH:46][C:45]([O:44][CH2:43][C:42]([F:41])([F:70])[F:71])=[CH:50][N:49]=3)[CH3:52])=[O:55])=[CH:69][CH:68]=2)[CH2:36][CH2:35]1. The yield is 0.500.